This data is from Forward reaction prediction with 1.9M reactions from USPTO patents (1976-2016). The task is: Predict the product of the given reaction. (1) The product is: [Cl:21][C:22]1[CH:27]=[CH:26][C:25]([C:2]2[CH:20]=[CH:19][C:5]([C:6]([NH:8][C:9]3[CH:18]=[C:17]4[C:12]([CH:13]=[CH:14][CH:15]=[N:16]4)=[CH:11][CH:10]=3)=[O:7])=[CH:4][N:3]=2)=[CH:24][CH:23]=1. Given the reactants Cl[C:2]1[CH:20]=[CH:19][C:5]([C:6]([NH:8][C:9]2[CH:18]=[C:17]3[C:12]([CH:13]=[CH:14][CH:15]=[N:16]3)=[CH:11][CH:10]=2)=[O:7])=[CH:4][N:3]=1.[Cl:21][C:22]1[CH:27]=[CH:26][C:25](B(O)O)=[CH:24][CH:23]=1, predict the reaction product. (2) Given the reactants [N:1]1[CH:6]=[CH:5][CH:4]=[N:3][C:2]=1[C:7]1[CH:8]=[C:9]([CH2:13][C:14]#[N:15])[CH:10]=[CH:11][CH:12]=1.CO, predict the reaction product. The product is: [N:1]1[CH:6]=[CH:5][CH:4]=[N:3][C:2]=1[C:7]1[CH:8]=[C:9]([CH2:13][CH2:14][NH2:15])[CH:10]=[CH:11][CH:12]=1. (3) Given the reactants Br[CH2:2][CH2:3][CH2:4][N:5]1[C:9]2=[N:10][CH:11]=[N:12][C:13]([NH2:14])=[C:8]2[C:7]([I:15])=[N:6]1.[NH:16]1[CH2:21][CH2:20][O:19][CH2:18][CH2:17]1.C(N(CC)CC)C, predict the reaction product. The product is: [I:15][C:7]1[C:8]2[C:9](=[N:10][CH:11]=[N:12][C:13]=2[NH2:14])[N:5]([CH2:4][CH2:3][CH2:2][N:16]2[CH2:21][CH2:20][O:19][CH2:18][CH2:17]2)[N:6]=1. (4) Given the reactants [CH2:1]([O:8][C:9](=[O:25])[NH:10][CH2:11][C:12]#[C:13][C:14]1[CH:19]=[C:18]([C:20](=O)[CH3:21])[CH:17]=[CH:16][C:15]=1[O:23][CH3:24])[C:2]1[CH:7]=[CH:6][CH:5]=[CH:4][CH:3]=1.[CH:26]1([NH2:29])[CH2:28][CH2:27]1, predict the reaction product. The product is: [CH:26]1([NH:29][CH:20]([C:18]2[CH:17]=[CH:16][C:15]([O:23][CH3:24])=[C:14]([C:13]#[C:12][CH2:11][NH:10][C:9](=[O:25])[O:8][CH2:1][C:2]3[CH:7]=[CH:6][CH:5]=[CH:4][CH:3]=3)[CH:19]=2)[CH3:21])[CH2:28][CH2:27]1.